This data is from Forward reaction prediction with 1.9M reactions from USPTO patents (1976-2016). The task is: Predict the product of the given reaction. (1) Given the reactants [I:1][C:2]1[CH:3]=[N:4][N:5]([CH3:10])[C:6]=1[C:7]([NH2:9])=O.N1C(C)=CC=CC=1C.FC(F)(F)C(OC(=O)C(F)(F)F)=O.C(=O)(O)[O-].[Na+], predict the reaction product. The product is: [I:1][C:2]1[CH:3]=[N:4][N:5]([CH3:10])[C:6]=1[C:7]#[N:9]. (2) The product is: [Cl:13][CH2:14][C:15]([C:7]1[C:6]([CH3:8])=[CH:5][C:4]([NH:9][C:10](=[O:12])[CH3:11])=[CH:3][C:2]=1[CH3:1])=[O:16]. Given the reactants [CH3:1][C:2]1[CH:3]=[C:4]([NH:9][C:10](=[O:12])[CH3:11])[CH:5]=[C:6]([CH3:8])[CH:7]=1.[Cl:13][CH2:14][C:15](Cl)=[O:16].[Al+3].[Cl-].[Cl-].[Cl-], predict the reaction product. (3) Given the reactants [NH2:1][C:2]1[CH:7]=[CH:6][C:5]([C:8]2[CH:9]=[C:10]3[C:14](=[CH:15][CH:16]=2)[C:13](=[O:17])[N:12]([C@@H:18]([CH:23]([CH3:25])[CH3:24])[C:19]([O:21][CH3:22])=[O:20])[CH2:11]3)=[CH:4][CH:3]=1.[F:26][C:27]1[CH:35]=[C:34]([F:36])[CH:33]=[CH:32][C:28]=1[C:29](Br)=[O:30], predict the reaction product. The product is: [F:26][C:27]1[CH:35]=[C:34]([F:36])[CH:33]=[CH:32][C:28]=1[C:29]([NH:1][C:2]1[CH:7]=[CH:6][C:5]([C:8]2[CH:9]=[C:10]3[C:14](=[CH:15][CH:16]=2)[C:13](=[O:17])[N:12]([C@@H:18]([CH:23]([CH3:25])[CH3:24])[C:19]([O:21][CH3:22])=[O:20])[CH2:11]3)=[CH:4][CH:3]=1)=[O:30]. (4) Given the reactants C([O:4][CH2:5][CH2:6][C@H:7]1[C:20](=[O:21])[N:19]([CH2:22][C:23]([CH3:26])([CH3:25])[CH3:24])[CH2:18][C:10]2[C:11]3[CH:12]=[N:13][NH:14][C:15]=3[CH:16]=[CH:17][C:9]=2[CH2:8]1)(=O)C.C(=O)([O-])[O-].[K+].[K+], predict the reaction product. The product is: [OH:4][CH2:5][CH2:6][C@H:7]1[C:20](=[O:21])[N:19]([CH2:22][C:23]([CH3:26])([CH3:25])[CH3:24])[CH2:18][C:10]2[C:11]3[CH:12]=[N:13][NH:14][C:15]=3[CH:16]=[CH:17][C:9]=2[CH2:8]1. (5) The product is: [CH2:1]([O:3][C:4](=[O:20])[CH2:5][CH:6]([C:12]1[CH:17]=[C:16]([F:18])[CH:15]=[C:14]([Br:19])[CH:13]=1)[C:7]1[O:8][CH:9]=[CH:10][N:11]=1)[CH3:2]. Given the reactants [CH2:1]([O:3][C:4](=[O:20])/[CH:5]=[C:6](/[C:12]1[CH:17]=[C:16]([F:18])[CH:15]=[C:14]([Br:19])[CH:13]=1)\[C:7]1[O:8][CH:9]=[CH:10][N:11]=1)[CH3:2], predict the reaction product. (6) Given the reactants [CH2:1]([O:3][C:4](=[O:9])[CH:5]([F:8])[CH2:6][OH:7])[CH3:2].N1C=CN=C1.[Si:15](Cl)([C:28]([CH3:31])([CH3:30])[CH3:29])([C:22]1[CH:27]=[CH:26][CH:25]=[CH:24][CH:23]=1)[C:16]1[CH:21]=[CH:20][CH:19]=[CH:18][CH:17]=1.O.C(=O)(O)[O-].[Na+], predict the reaction product. The product is: [CH2:1]([O:3][C:4](=[O:9])[CH:5]([F:8])[CH2:6][O:7][Si:15]([C:28]([CH3:31])([CH3:30])[CH3:29])([C:22]1[CH:23]=[CH:24][CH:25]=[CH:26][CH:27]=1)[C:16]1[CH:21]=[CH:20][CH:19]=[CH:18][CH:17]=1)[CH3:2]. (7) Given the reactants [CH3:1][O:2][C:3]1[CH:4]=[C:5]([C:11]2[CH:18]=[CH:17][C:14]([C:15]#[N:16])=[C:13]([NH:19][CH:20]3[CH2:25][CH2:24][CH:23]([OH:26])[CH2:22][CH2:21]3)[CH:12]=2)[CH:6]=[CH:7][C:8]=1[O:9][CH3:10].C([OH:29])C.OO.[OH-].[Na+], predict the reaction product. The product is: [CH3:1][O:2][C:3]1[CH:4]=[C:5]([C:11]2[CH:18]=[CH:17][C:14]([C:15]([NH2:16])=[O:29])=[C:13]([NH:19][CH:20]3[CH2:25][CH2:24][CH:23]([OH:26])[CH2:22][CH2:21]3)[CH:12]=2)[CH:6]=[CH:7][C:8]=1[O:9][CH3:10]. (8) Given the reactants I[C:2]1[CH:3]=[CH:4][CH:5]=[C:6]2[C:11]=1[CH:10]=[C:9]([OH:12])[CH:8]=[CH:7]2.[CH2:13]([Sn](CCCC)(CCCC)C=C)[CH2:14]CC.O, predict the reaction product. The product is: [CH:13]([C:2]1[CH:3]=[CH:4][CH:5]=[C:6]2[C:11]=1[CH:10]=[C:9]([OH:12])[CH:8]=[CH:7]2)=[CH2:14]. (9) Given the reactants C([O:4][CH2:5][C:6]1[N:7]=[C:8]([Br:12])[S:9][C:10]=1[CH3:11])(=O)C.[OH-].[Na+].Cl, predict the reaction product. The product is: [Br:12][C:8]1[S:9][C:10]([CH3:11])=[C:6]([CH2:5][OH:4])[N:7]=1. (10) Given the reactants [K].[P:2]([OH:22])([O:13][CH2:14][CH:15]([CH2:20][CH3:21])[CH2:16][CH2:17][CH2:18][CH3:19])([O:4][CH2:5][CH:6]([CH2:11][CH3:12])[CH2:7][CH2:8][CH2:9][CH3:10])=[O:3].[H-].[K+:24].[OH-].[K+], predict the reaction product. The product is: [CH2:11]([CH:6]([CH2:7][CH2:8][CH2:9][CH3:10])[CH2:5][O:4][P:2]([O-:22])([O:13][CH2:14][CH:15]([CH2:20][CH3:21])[CH2:16][CH2:17][CH2:18][CH3:19])=[O:3])[CH3:12].[K+:24].